From a dataset of Reaction yield outcomes from USPTO patents with 853,638 reactions. Predict the reaction yield, written as a fraction of the theoretical maximum amount of product (1.0 means a 100% yield; for example, 0.34 means a 34% yield). (1) The reactants are [F:1][C:2]1[CH:7]=[CH:6][C:5]([CH2:8][NH2:9])=[CH:4][CH:3]=1.[Cl:10][C:11]1[CH:16]=[CH:15][C:14]([C:17]2[CH:22]=[CH:21][CH:20]=[C:19]([CH:23]=O)[CH:18]=2)=[CH:13][CH:12]=1.C(O)(=O)C.C(O[BH-](OC(=O)C)OC(=O)C)(=O)C.[Na+]. The catalyst is ClC(Cl)C. The product is [Cl:10][C:11]1[CH:12]=[CH:13][C:14]([C:17]2[CH:22]=[CH:21][CH:20]=[C:19]([CH2:23][NH:9][CH2:8][C:5]3[CH:6]=[CH:7][C:2]([F:1])=[CH:3][CH:4]=3)[CH:18]=2)=[CH:15][CH:16]=1. The yield is 0.590. (2) The reactants are [NH:1]1[CH2:8][CH2:7][CH2:6][C@H:2]1[C:3]([OH:5])=[O:4].[Cl:9][C:10]1[S:14][C:13]([S:15](Cl)(=[O:17])=[O:16])=[CH:12][CH:11]=1. The catalyst is [OH-].[Na+].O1CCCC1. The product is [Cl:9][C:10]1[S:14][C:13]([S:15]([N:1]2[CH2:8][CH2:7][CH2:6][C@H:2]2[C:3]([OH:5])=[O:4])(=[O:17])=[O:16])=[CH:12][CH:11]=1. The yield is 0.970. (3) The reactants are [CH2:1]([OH:16])[CH2:2][CH2:3][CH2:4][CH2:5][CH2:6][NH:7][CH2:8][CH2:9][NH:10][CH2:11][CH2:12][NH:13][CH2:14][CH3:15].O([C:25]([O:27][C:28]([CH3:31])([CH3:30])[CH3:29])=[O:26])[C:25]([O:27][C:28]([CH3:31])([CH3:30])[CH3:29])=[O:26]. The catalyst is C(Cl)Cl. The product is [C:28]([O:27][C:25]([N:7]([CH2:8][CH2:9][N:10]([C:25]([O:27][C:28]([CH3:29])([CH3:30])[CH3:31])=[O:26])[CH2:11][CH2:12][N:13]([C:25]([O:27][C:28]([CH3:31])([CH3:30])[CH3:29])=[O:26])[CH2:14][CH3:15])[CH2:6][CH2:5][CH2:4][CH2:3][CH2:2][CH2:1][OH:16])=[O:26])([CH3:31])([CH3:30])[CH3:29]. The yield is 1.00. (4) The reactants are O.[OH-].[Li+].[F:4][C:5]1[CH:10]=[C:9]([F:11])[C:8]([F:12])=[CH:7][C:6]=1[NH:13][C:14]1[O:18][C:17]([C:19]2[NH:20][C:21]3[CH:27]=[C:26]([O:28][C@H:29]4[CH2:34][CH2:33][C@H:32]([C:35]([O:37]CC)=[O:36])[CH2:31][CH2:30]4)[CH:25]=[CH:24][C:22]=3[N:23]=2)=[N:16][N:15]=1.CO.O. The catalyst is C1COCC1. The product is [F:4][C:5]1[CH:10]=[C:9]([F:11])[C:8]([F:12])=[CH:7][C:6]=1[NH:13][C:14]1[O:18][C:17]([C:19]2[NH:20][C:21]3[CH:27]=[C:26]([O:28][C@H:29]4[CH2:30][CH2:31][C@H:32]([C:35]([OH:37])=[O:36])[CH2:33][CH2:34]4)[CH:25]=[CH:24][C:22]=3[N:23]=2)=[N:16][N:15]=1. The yield is 0.900. (5) The reactants are [Cl:1][C:2]1[CH:3]=[C:4]([C:9]2([C:27]([F:30])([F:29])[F:28])[O:13][N:12]=[C:11]([C:14]3[CH:19]=[CH:18][C:17]([NH:20][C:21](=O)[C:22]([F:25])([F:24])[F:23])=[CH:16][CH:15]=3)[CH2:10]2)[CH:5]=[C:6]([Cl:8])[CH:7]=1.C1(P(C2C=CC=CC=2)C2C=CC=CC=2)C=CC=CC=1.C(Cl)(Cl)(Cl)[Cl:51]. The catalyst is ClCCl. The product is [Cl:1][C:2]1[CH:3]=[C:4]([C:9]2([C:27]([F:30])([F:29])[F:28])[O:13][N:12]=[C:11]([C:14]3[CH:19]=[CH:18][C:17]([N:20]=[C:21]([Cl:51])[C:22]([F:25])([F:24])[F:23])=[CH:16][CH:15]=3)[CH2:10]2)[CH:5]=[C:6]([Cl:8])[CH:7]=1. The yield is 0.890. (6) The reactants are [ClH:1].[NH2:2][C:3]1[C:4]2[N:5]([C:9]([CH:20]3[CH2:25][CH2:24][N:23](C(OCC4C=CC=CC=4)=O)[CH2:22][CH2:21]3)=[N:10][C:11]=2[C:12]#[C:13][C:14]2[CH:15]=[N:16][CH:17]=[CH:18][CH:19]=2)[CH:6]=[CH:7][N:8]=1. No catalyst specified. The product is [ClH:1].[NH:23]1[CH2:22][CH2:21][CH:20]([C:9]2[N:5]3[CH:6]=[CH:7][N:8]=[C:3]([NH2:2])[C:4]3=[C:11]([C:12]#[C:13][C:14]3[CH:15]=[N:16][CH:17]=[CH:18][CH:19]=3)[N:10]=2)[CH2:25][CH2:24]1. The yield is 0.990. (7) The reactants are Br[C:2]1[C:7]2=[N:8][C:9]([C:12]([N:14]3[CH2:18][CH2:17][CH:16]([OH:19])[CH2:15]3)=[O:13])=[CH:10][N:11]=[C:6]2[CH:5]=[N:4][CH:3]=1.[Cl:20][C:21]1[CH:26]=[CH:25][C:24](B(O)O)=[C:23]([F:30])[CH:22]=1.C(=O)([O-])[O-].[Cs+].[Cs+].O1CCOCC1. The catalyst is C1(P([C-]2C=CC=C2)C2C=CC=CC=2)C=CC=CC=1.[C-]1(P(C2C=CC=CC=2)C2C=CC=CC=2)C=CC=C1.[Fe+2].[Pd](Cl)Cl.O. The product is [Cl:20][C:21]1[CH:26]=[CH:25][C:24]([C:2]2[C:7]3=[N:8][C:9]([C:12]([N:14]4[CH2:18][CH2:17][CH:16]([OH:19])[CH2:15]4)=[O:13])=[CH:10][N:11]=[C:6]3[CH:5]=[N:4][CH:3]=2)=[C:23]([F:30])[CH:22]=1. The yield is 0.230. (8) The reactants are [C:1]([C:3]1[CH:8]=[CH:7][CH:6]=[CH:5][C:4]=1[C:9]1[CH:14]=[CH:13][C:12]([CH2:15][CH:16]([C:22](=O)[CH2:23][CH2:24][CH3:25])[C:17](OCC)=[O:18])=[C:11]([F:27])[CH:10]=1)#[N:2].[CH3:28][O:29][CH2:30][CH:31]([NH:33][C:34]1[NH:38][C:37]([CH3:39])=[N:36][N:35]=1)[CH3:32]. No catalyst specified. The product is [F:27][C:11]1[CH:10]=[C:9]([C:4]2[C:3]([C:1]#[N:2])=[CH:8][CH:7]=[CH:6][CH:5]=2)[CH:14]=[CH:13][C:12]=1[CH2:15][C:16]1[C:17](=[O:18])[N:33]([CH:31]([CH3:32])[CH2:30][O:29][CH3:28])[C:34]2[N:35]([N:36]=[C:37]([CH3:39])[N:38]=2)[C:22]=1[CH2:23][CH2:24][CH3:25]. The yield is 0.400.